Dataset: Forward reaction prediction with 1.9M reactions from USPTO patents (1976-2016). Task: Predict the product of the given reaction. (1) Given the reactants [NH2:1][C:2]1[CH:9]=[CH:8][C:7]([N+:10]([O-:12])=[O:11])=[CH:6][C:3]=1[C:4]#[N:5].[CH2:13]([O:15][C:16]([CH:18]1[CH2:23][CH2:22]N[CH2:20][CH2:19]1)=[O:17])[CH3:14].C[Si](C)(C)CC[O:28][C:29](=[O:44])[CH2:30][CH2:31][C:32]([C:34]1[C:42]2[C:37](=[CH:38][CH:39]=[C:40]([Cl:43])[CH:41]=2)[NH:36][CH:35]=1)=[O:33].CCC[CH2:50][N+:51](CCCC)(CCCC)CCCC.[F-].Cl, predict the reaction product. The product is: [CH2:13]([O:15][C:16]([CH:18]1[CH2:19][CH2:20][N:5]([C:4]2[C:3]3[C:2](=[CH:9][CH:8]=[C:7]([N+:10]([O-:12])=[O:11])[CH:6]=3)[N:1]=[C:50]([N:36]3[C:37]4[C:42](=[CH:41][C:40]([Cl:43])=[CH:39][CH:38]=4)[C:34]([C:32](=[O:33])[CH2:31][CH2:30][C:29]([OH:28])=[O:44])=[CH:35]3)[N:51]=2)[CH2:22][CH2:23]1)=[O:17])[CH3:14]. (2) Given the reactants [F:1][C@:2]1([C:30]([OH:32])=O)[CH2:6][CH2:5][CH2:4][C@H:3]1[NH:7][S:8]([C:11]1[CH:16]=[CH:15][C:14]([O:17][CH2:18][C:19]2[C:28]3[C:23](=[CH:24][CH:25]=[CH:26][CH:27]=3)[N:22]=[C:21]([CH3:29])[CH:20]=2)=[CH:13][CH:12]=1)(=[O:10])=[O:9].F[P-](F)(F)(F)(F)F.[N:40]1([O:49][P+](N(C)C)(N(C)C)N(C)C)C2C=CC=CC=2N=N1.Cl.[C:61](NO)([CH3:64])([CH3:63])[CH3:62].C(N(C(C)C)CC)(C)C, predict the reaction product. The product is: [C:61]([O:49][NH:40][C:30]([C@@:2]1([F:1])[CH2:6][CH2:5][CH2:4][C@H:3]1[NH:7][S:8]([C:11]1[CH:16]=[CH:15][C:14]([O:17][CH2:18][C:19]2[C:28]3[C:23](=[CH:24][CH:25]=[CH:26][CH:27]=3)[N:22]=[C:21]([CH3:29])[CH:20]=2)=[CH:13][CH:12]=1)(=[O:9])=[O:10])=[O:32])([CH3:62])([CH3:63])[CH3:64]. (3) Given the reactants [S:1]1[N:5]=[CH:4][C:3]([O:6][CH2:7][C@@H:8]2[O:12][C:11](=[O:13])[N:10]([C:14]3[CH:19]=[CH:18][C:17]([N:20]4[CH2:25][C@:24]5([C:27](=[O:33])[CH2:28][O:29]C(=O)C)[CH2:26][C@H:21]4[CH2:22][NH:23]5)=[C:16]([F:34])[CH:15]=3)[CH2:9]2)=[N:2]1.N, predict the reaction product. The product is: [S:1]1[N:5]=[CH:4][C:3]([O:6][CH2:7][C@@H:8]2[O:12][C:11](=[O:13])[N:10]([C:14]3[CH:19]=[CH:18][C:17]([N:20]4[CH2:25][C@:24]5([C:27](=[O:33])[CH2:28][OH:29])[CH2:26][C@H:21]4[CH2:22][NH:23]5)=[C:16]([F:34])[CH:15]=3)[CH2:9]2)=[N:2]1. (4) The product is: [O:51]=[S:2]1(=[O:1])[CH2:3][CH2:4][N:5]([CH2:8][CH2:9][NH:10][C@:11]23[CH2:46][CH2:45][C@@H:44]([CH:47]([CH3:50])[CH2:48][F:49])[C@@H:12]2[C@@H:13]2[C@@:26]([CH3:29])([CH2:27][CH2:28]3)[C@@:25]3([CH3:30])[C@@H:16]([C@:17]4([CH3:43])[C@@H:22]([CH2:23][CH2:24]3)[C:21]([CH3:31])([CH3:32])[C:20]([C:33]3[CH:34]=[CH:35][C:36]([C:37]([OH:39])=[O:38])=[CH:41][CH:42]=3)=[CH:19][CH2:18]4)[CH2:15][CH2:14]2)[CH2:6][CH2:7]1. Given the reactants [O:1]=[S:2]1(=[O:51])[CH2:7][CH2:6][N:5]([CH2:8][CH2:9][NH:10][C@:11]23[CH2:46][CH2:45][C@@H:44]([CH:47]([CH3:50])[CH2:48][F:49])[C@@H:12]2[C@@H:13]2[C@@:26]([CH3:29])([CH2:27][CH2:28]3)[C@@:25]3([CH3:30])[C@@H:16]([C@:17]4([CH3:43])[C@@H:22]([CH2:23][CH2:24]3)[C:21]([CH3:32])([CH3:31])[C:20]([C:33]3[CH:42]=[CH:41][C:36]([C:37]([O:39]C)=[O:38])=[CH:35][CH:34]=3)=[CH:19][CH2:18]4)[CH2:15][CH2:14]2)[CH2:4][CH2:3]1.O.[OH-].[Li+].CO.C(O)(C(F)(F)F)=O, predict the reaction product. (5) Given the reactants [CH2:1]([CH:19]([CH2:21][CH2:22][CH2:23][CH2:24][CH2:25][CH2:26][CH2:27][CH2:28]/[CH:29]=[CH:30]\[CH2:31]/[CH:32]=[CH:33]\[CH2:34][CH2:35][CH2:36][CH2:37][CH3:38])[OH:20])[CH2:2][CH2:3][CH2:4][CH2:5][CH2:6][CH2:7][CH2:8]/[CH:9]=[CH:10]\[CH2:11]/[CH:12]=[CH:13]\[CH2:14][CH2:15][CH2:16][CH2:17][CH3:18].C(=O)([O-])[O-].[K+].[K+].[Cr](Cl)([O-])(=O)=O.[NH+]1C=CC=CC=1.CCOCC, predict the reaction product. The product is: [CH2:1]([C:19]([CH2:21][CH2:22][CH2:23][CH2:24][CH2:25][CH2:26][CH2:27][CH2:28]/[CH:29]=[CH:30]\[CH2:31]/[CH:32]=[CH:33]\[CH2:34][CH2:35][CH2:36][CH2:37][CH3:38])=[O:20])[CH2:2][CH2:3][CH2:4][CH2:5][CH2:6][CH2:7][CH2:8]/[CH:9]=[CH:10]\[CH2:11]/[CH:12]=[CH:13]\[CH2:14][CH2:15][CH2:16][CH2:17][CH3:18]. (6) Given the reactants [C:1]([N:8]1[CH2:16][CH2:15][C@@H:14]([OH:17])[C@H:9]1[C:10]([O:12][CH3:13])=[O:11])([O:3][C:4]([CH3:7])([CH3:6])[CH3:5])=[O:2].[CH3:18]I, predict the reaction product. The product is: [C:1]([N:8]1[CH2:16][CH2:15][C@@H:14]([O:17][CH3:18])[C@H:9]1[C:10]([O:12][CH3:13])=[O:11])([O:3][C:4]([CH3:7])([CH3:6])[CH3:5])=[O:2]. (7) Given the reactants C([N:8]1[CH2:17][CH2:16][C:15]2[N:14]=[C:13]([O:18][CH:19]([CH3:21])[CH3:20])[CH:12]=[CH:11][C:10]=2[CH2:9]1)C1C=CC=CC=1.C(OCC)(=O)C.[ClH:28], predict the reaction product. The product is: [ClH:28].[CH:19]([O:18][C:13]1[CH:12]=[CH:11][C:10]2[CH2:9][NH:8][CH2:17][CH2:16][C:15]=2[N:14]=1)([CH3:21])[CH3:20].